Dataset: Full USPTO retrosynthesis dataset with 1.9M reactions from patents (1976-2016). Task: Predict the reactants needed to synthesize the given product. (1) Given the product [NH2:1][CH2:2][C:3]1([CH:16]2[CH2:17][CH2:18][CH2:19][CH2:20][CH2:21]2)[CH2:8][CH2:7][N:6]([C:9]([O:11][C:12]([CH3:15])([CH3:14])[CH3:13])=[O:10])[CH2:5][CH2:4]1, predict the reactants needed to synthesize it. The reactants are: [NH2:1][CH2:2][C:3]1([C:16]2[CH:21]=[CH:20][CH:19]=[CH:18][CH:17]=2)[CH2:8][CH2:7][N:6]([C:9]([O:11][C:12]([CH3:15])([CH3:14])[CH3:13])=[O:10])[CH2:5][CH2:4]1.[H][H]. (2) Given the product [Cl:43][C:41]1[N:40]=[N:39][C:38]([CH3:44])=[C:37]([C:16]2[CH:15]=[CH:14][C:13]([C@@H:11]([N:7]3[CH2:6][CH2:5][C@:4]([CH2:3][C:2]([OH:1])([CH3:35])[CH3:34])([C:28]4[CH:33]=[CH:32][CH:31]=[CH:30][CH:29]=4)[O:9][C:8]3=[O:10])[CH3:12])=[CH:18][CH:17]=2)[CH:42]=1, predict the reactants needed to synthesize it. The reactants are: [OH:1][C:2]([CH3:35])([CH3:34])[CH2:3][C@@:4]1([C:28]2[CH:33]=[CH:32][CH:31]=[CH:30][CH:29]=2)[O:9][C:8](=[O:10])[N:7]([C@H:11]([C:13]2[CH:18]=[CH:17][C:16](B3OC(C)(C)C(C)(C)O3)=[CH:15][CH:14]=2)[CH3:12])[CH2:6][CH2:5]1.Cl[C:37]1[CH:42]=[C:41]([Cl:43])[N:40]=[N:39][C:38]=1[CH3:44]. (3) Given the product [CH3:1][O:2][C:3]([C@H:5]1[CH2:6][CH2:7][C@H:8]([N:11]([CH3:31])[S:12]([C:15]2[CH:16]=[C:17]([CH:28]=[CH:29][CH:30]=2)[C:18]([OH:20])=[O:19])(=[O:14])=[O:13])[CH2:9][CH2:10]1)=[O:4], predict the reactants needed to synthesize it. The reactants are: [CH3:1][O:2][C:3]([C@H:5]1[CH2:10][CH2:9][C@H:8]([N:11]([CH3:31])[S:12]([C:15]2[CH:16]=[C:17]([CH:28]=[CH:29][CH:30]=2)[C:18]([O:20]CC2C=CC=CC=2)=[O:19])(=[O:14])=[O:13])[CH2:7][CH2:6]1)=[O:4].[H][H].